The task is: Regression. Given a peptide amino acid sequence and an MHC pseudo amino acid sequence, predict their binding affinity value. This is MHC class I binding data.. This data is from Peptide-MHC class I binding affinity with 185,985 pairs from IEDB/IMGT. (1) The peptide sequence is EFDNYRGTI. The MHC is HLA-B27:05 with pseudo-sequence HLA-B27:05. The binding affinity (normalized) is 0.0847. (2) The peptide sequence is MSPALFFTFL. The binding affinity (normalized) is 0.174. The MHC is HLA-A02:03 with pseudo-sequence HLA-A02:03. (3) The peptide sequence is HSRRSRRSL. The MHC is HLA-A80:01 with pseudo-sequence HLA-A80:01. The binding affinity (normalized) is 0.0847. (4) The peptide sequence is YVKNGTKGKL. The MHC is HLA-A02:06 with pseudo-sequence HLA-A02:06. The binding affinity (normalized) is 0.0521. (5) The peptide sequence is LNLGNLADI. The MHC is HLA-A02:06 with pseudo-sequence HLA-A02:06. The binding affinity (normalized) is 0.287. (6) The peptide sequence is FLSHNFTLV. The MHC is HLA-A29:02 with pseudo-sequence HLA-A29:02. The binding affinity (normalized) is 0.477. (7) The peptide sequence is LISLINSLV. The MHC is HLA-A02:03 with pseudo-sequence HLA-A02:03. The binding affinity (normalized) is 1.00. (8) The peptide sequence is FIRYRMHPM. The MHC is HLA-B15:03 with pseudo-sequence HLA-B15:03. The binding affinity (normalized) is 0.716. (9) The peptide sequence is ALITVSGLY. The MHC is HLA-A26:01 with pseudo-sequence HLA-A26:01. The binding affinity (normalized) is 0.415. (10) The peptide sequence is IVDCLTEMYY. The MHC is HLA-C07:01 with pseudo-sequence HLA-C07:01. The binding affinity (normalized) is 0.0847.